Dataset: Catalyst prediction with 721,799 reactions and 888 catalyst types from USPTO. Task: Predict which catalyst facilitates the given reaction. (1) Reactant: [CH3:1][O:2][C:3]1[N:4]=[C:5]2[C:10](=[CH:11][CH:12]=1)[N:9]=[CH:8][CH:7]=[C:6]2[CH2:13][CH2:14][N:15]1[CH2:20][CH2:19][CH2:18][CH:17]([CH2:21][NH2:22])[CH2:16]1.CN(C=O)C.[O:28]=[C:29]1[CH2:34][S:33][C:32]2[CH:35]=[CH:36][C:37]([C:39](O)=[O:40])=[N:38][C:31]=2[NH:30]1.CN(C)CCCN=C=NCC. Product: [CH3:1][O:2][C:3]1[N:4]=[C:5]2[C:10](=[CH:11][CH:12]=1)[N:9]=[CH:8][CH:7]=[C:6]2[CH2:13][CH2:14][N:15]1[CH2:20][CH2:19][CH2:18][CH:17]([CH2:21][NH:22][C:39]([C:37]2[CH:36]=[CH:35][C:32]3[S:33][CH2:34][C:29](=[O:28])[NH:30][C:31]=3[N:38]=2)=[O:40])[CH2:16]1. The catalyst class is: 2. (2) The catalyst class is: 6. Reactant: [CH3:1][C:2]([NH:5][C:6]([C@H:8]1[N:17]([CH2:18][C@@H:19]([OH:49])[C@@H:20]([NH:28][C:29]([C@@H:31]([NH:36][C:37]([C:39]2[CH:40]=[CH:41][C:42]3[CH:43]=[CH:44][CH:45]=[CH:46][C:47]=3[N:48]=2)=[O:38])[CH2:32][C:33]([NH2:35])=[O:34])=[O:30])[CH2:21][C:22]2[CH:23]=[CH:24][CH:25]=[CH:26][CH:27]=2)[CH2:16][C@@H:15]2[C@@H:10]([CH2:11][CH2:12][CH2:13][CH2:14]2)[CH2:9]1)=[O:7])([CH3:4])[CH3:3].CS(O)(=O)=O.C(Cl)(Cl)Cl.[OH-].[Na+]. Product: [CH3:4][C:2]([NH:5][C:6]([C@H:8]1[N:17]([CH2:18][C@@H:19]([OH:49])[C@@H:20]([NH:28][C:29]([C@@H:31]([NH:36][C:37]([C:39]2[CH:40]=[CH:41][C:42]3[CH:43]=[CH:44][CH:45]=[CH:46][C:47]=3[N:48]=2)=[O:38])[CH2:32][C:33]([NH2:35])=[O:34])=[O:30])[CH2:21][C:22]2[CH:27]=[CH:26][CH:25]=[CH:24][CH:23]=2)[CH2:16][C@@H:15]2[C@@H:10]([CH2:11][CH2:12][CH2:13][CH2:14]2)[CH2:9]1)=[O:7])([CH3:1])[CH3:3]. (3) Reactant: [C:1]([CH:3]=[CH:4][C:5]1[CH:6]=[C:7]([CH:11]2OCC[O:12]2)[CH:8]=[CH:9][CH:10]=1)#[N:2].Cl. Product: [C:1](/[CH:3]=[CH:4]/[C:5]1[CH:6]=[C:7]([CH:8]=[CH:9][CH:10]=1)[CH:11]=[O:12])#[N:2]. The catalyst class is: 7. (4) The catalyst class is: 36. Reactant: Cl.[CH2:2]([N:9]1[CH2:14][CH2:13][O:12][CH:11]([C:15]([OH:17])=O)[CH2:10]1)[C:3]1[CH:8]=[CH:7][CH:6]=[CH:5][CH:4]=1.CN(C=O)C.C(Cl)(=O)C(Cl)=O.[CH3:29][O:30][C:31]1[C:45]([O:46][CH3:47])=[CH:44][C:34]2[NH:35][C:36]([C:38]3[C:42]([NH2:43])=[CH:41][NH:40][N:39]=3)=[N:37][C:33]=2[CH:32]=1.C(N(C(C)C)CC)(C)C. Product: [CH3:47][O:46][C:45]1[C:31]([O:30][CH3:29])=[CH:32][C:33]2[NH:37][C:36]([C:38]3[C:42]([NH:43][C:15]([CH:11]4[O:12][CH2:13][CH2:14][N:9]([CH2:2][C:3]5[CH:4]=[CH:5][CH:6]=[CH:7][CH:8]=5)[CH2:10]4)=[O:17])=[CH:41][NH:40][N:39]=3)=[N:35][C:34]=2[CH:44]=1. (5) Reactant: [Br:1][C:2]1[CH:3]=[CH:4][C:5]([C:13]([OH:15])=[O:14])=[N:6][C:7]=1[S:8][CH2:9][CH:10]([CH3:12])[CH3:11].S(=O)(=O)(O)O.[CH3:21]O. Product: [Br:1][C:2]1[CH:3]=[CH:4][C:5]([C:13]([O:15][CH3:21])=[O:14])=[N:6][C:7]=1[S:8][CH2:9][CH:10]([CH3:12])[CH3:11]. The catalyst class is: 170. (6) The catalyst class is: 9. Product: [CH:25]1([CH2:28][N:5]2[C@H:6]([C:19]3[CH:20]=[CH:21][CH:22]=[CH:23][CH:24]=3)[CH2:7][CH2:8][CH2:9][C@H:10]([NH:11][C:12](=[O:18])[O:13][C:14]([CH3:17])([CH3:16])[CH3:15])[C:4]2=[O:3])[CH2:27][CH2:26]1. Reactant: [H-].[Na+].[O:3]=[C:4]1[C@@H:10]([NH:11][C:12](=[O:18])[O:13][C:14]([CH3:17])([CH3:16])[CH3:15])[CH2:9][CH2:8][CH2:7][C@@H:6]([C:19]2[CH:24]=[CH:23][CH:22]=[CH:21][CH:20]=2)[NH:5]1.[CH:25]1([CH2:28]Br)[CH2:27][CH2:26]1. (7) Reactant: [CH2:1]([N:3]1[C:7]2=[N:8][C:9]([CH2:33][CH3:34])=[C:10]([CH2:19][NH:20][C:21]([C:23]3[CH:24]=[C:25]([CH:30]=[CH:31][CH:32]=3)[C:26]([O:28]C)=[O:27])=[O:22])[C:11]([NH:12][CH:13]3[CH2:18][CH2:17][O:16][CH2:15][CH2:14]3)=[C:6]2[CH:5]=[N:4]1)[CH3:2].[OH-].[Li+].Cl. Product: [CH2:1]([N:3]1[C:7]2=[N:8][C:9]([CH2:33][CH3:34])=[C:10]([CH2:19][NH:20][C:21]([C:23]3[CH:24]=[C:25]([CH:30]=[CH:31][CH:32]=3)[C:26]([OH:28])=[O:27])=[O:22])[C:11]([NH:12][CH:13]3[CH2:18][CH2:17][O:16][CH2:15][CH2:14]3)=[C:6]2[CH:5]=[N:4]1)[CH3:2]. The catalyst class is: 20. (8) Reactant: CI.[OH:3][C:4]1[CH:5]=[C:6]([NH:10][C:11](=[O:16])[C:12]([CH3:15])([CH3:14])[CH3:13])[CH:7]=[CH:8][CH:9]=1.[C:17](=O)([O-])[O-].[K+].[K+]. Product: [CH3:17][O:3][C:4]1[CH:5]=[C:6]([NH:10][C:11](=[O:16])[C:12]([CH3:13])([CH3:15])[CH3:14])[CH:7]=[CH:8][CH:9]=1. The catalyst class is: 21. (9) Reactant: [C:1]([O:5][C:6](=[O:19])[N:7]([CH3:18])[CH2:8][C:9]1[CH:14]=[CH:13][C:12]([N+:15]([O-])=O)=[CH:11][CH:10]=1)([CH3:4])([CH3:3])[CH3:2].[H][H]. Product: [C:1]([O:5][C:6](=[O:19])[N:7]([CH2:8][C:9]1[CH:10]=[CH:11][C:12]([NH2:15])=[CH:13][CH:14]=1)[CH3:18])([CH3:4])([CH3:2])[CH3:3]. The catalyst class is: 29. (10) Reactant: [OH:1][C:2]1[C:9]([O:10][CH3:11])=[C:8]([N+:12]([O-:14])=[O:13])[CH:7]=[CH:6][C:3]=1[CH:4]=[O:5].[OH-:15].[Na+]. Product: [OH:1][C:2]1[C:9]([O:10][CH3:11])=[C:8]([N+:12]([O-:14])=[O:13])[CH:7]=[CH:6][C:3]=1[C:4]([OH:15])=[O:5]. The catalyst class is: 716.